Predict the reactants needed to synthesize the given product. From a dataset of Full USPTO retrosynthesis dataset with 1.9M reactions from patents (1976-2016). (1) Given the product [Cl:1][C:2]1[CH:10]=[C:9]2[C:5]([CH2:6][CH2:7][C:8]2([CH2:11][C:17]#[N:18])[C:19]#[N:20])=[CH:4][CH:3]=1, predict the reactants needed to synthesize it. The reactants are: [Cl:1][C:2]1[CH:10]=[C:9]2[C:5]([CH2:6][CH2:7]/[C:8]/2=[C:11](/[C:17]#[N:18])\C(OCC)=O)=[CH:4][CH:3]=1.[C-:19]#[N:20].[K+]. (2) Given the product [CH3:1][O:2][C:3](=[O:16])[CH2:4][N:5]1[C:13]2[C:8](=[CH:9][C:10]([F:14])=[CH:11][CH:12]=2)[C:7]([CH2:21][C:20]2[CH:23]=[CH:24][C:25]([S:26]([C:29]3[CH:34]=[CH:33][C:32]([F:35])=[CH:31][CH:30]=3)(=[O:28])=[O:27])=[C:18]([F:17])[CH:19]=2)=[C:6]1[CH3:15], predict the reactants needed to synthesize it. The reactants are: [CH3:1][O:2][C:3](=[O:16])[CH2:4][N:5]1[C:13]2[C:8](=[CH:9][C:10]([F:14])=[CH:11][CH:12]=2)[CH:7]=[C:6]1[CH3:15].[F:17][C:18]1[CH:19]=[C:20]([CH:23]=[CH:24][C:25]=1[S:26]([C:29]1[CH:34]=[CH:33][C:32]([F:35])=[CH:31][CH:30]=1)(=[O:28])=[O:27])[CH:21]=O. (3) Given the product [C:19]1([C:12]([C:13]2[CH:14]=[CH:15][CH:16]=[CH:17][CH:18]=2)=[N:25][C:2]2[C:11]3[C:6](=[CH:7][CH:8]=[CH:9][CH:10]=3)[CH:5]=[N:4][CH:3]=2)[CH:20]=[CH:21][CH:22]=[CH:23][CH:24]=1, predict the reactants needed to synthesize it. The reactants are: Br[C:2]1[C:11]2[C:6](=[CH:7][CH:8]=[CH:9][CH:10]=2)[CH:5]=[N:4][CH:3]=1.[C:12](=[NH:25])([C:19]1[CH:24]=[CH:23][CH:22]=[CH:21][CH:20]=1)[C:13]1[CH:18]=[CH:17][CH:16]=[CH:15][CH:14]=1.C1C=CC(P(C2C(C3C(P(C4C=CC=CC=4)C4C=CC=CC=4)=CC=C4C=3C=CC=C4)=C3C(C=CC=C3)=CC=2)C2C=CC=CC=2)=CC=1.C(N(CC)CC)C.C([O-])([O-])=O.[Cs+].[Cs+]. (4) Given the product [CH3:1][O:2][C:5]1[CH:10]=[C:9]([CH3:11])[C:8]([N+:12]([O-:14])=[O:13])=[CH:7][N:6]=1, predict the reactants needed to synthesize it. The reactants are: [CH3:1][O-:2].[Na+].Cl[C:5]1[CH:10]=[C:9]([CH3:11])[C:8]([N+:12]([O-:14])=[O:13])=[CH:7][N:6]=1. (5) Given the product [C:20]([C:23]1[N:28]=[C:27]([C:29]2[CH:34]=[CH:33][C:32]([C:35]3[CH:40]=[CH:39][C:38]([CH2:41][C:42]([NH:2][C@@H:3]([CH:8]([CH3:10])[CH3:9])[C:4]([O:6][CH3:7])=[O:5])=[O:43])=[CH:37][C:36]=3[Cl:45])=[CH:31][CH:30]=2)[C:26]([CH3:46])=[N:25][C:24]=1[CH3:47])(=[O:22])[NH2:21], predict the reactants needed to synthesize it. The reactants are: Cl.[NH2:2][C@@H:3]([CH:8]([CH3:10])[CH3:9])[C:4]([O:6][CH3:7])=[O:5].C(N(C(C)C)C(C)C)C.[C:20]([C:23]1[N:28]=[C:27]([C:29]2[CH:34]=[CH:33][C:32]([C:35]3[CH:40]=[CH:39][C:38]([CH2:41][C:42](O)=[O:43])=[CH:37][C:36]=3[Cl:45])=[CH:31][CH:30]=2)[C:26]([CH3:46])=[N:25][C:24]=1[CH3:47])(=[O:22])[NH2:21].Cl.CN(C)CCCN=C=NCC.N1(O)C2C=CC=CC=2N=N1. (6) Given the product [OH:4][CH:5]1[CH2:6][CH2:7][N:8]([CH2:11][CH2:12][CH2:13][NH:14][C:22](=[O:23])[O:27][CH2:25][C:26]2[CH:9]=[CH:10][CH:5]=[CH:6][CH:7]=2)[CH2:9][CH2:10]1, predict the reactants needed to synthesize it. The reactants are: O.NN.[OH:4][CH:5]1[CH2:10][CH2:9][N:8]([CH2:11][CH2:12][CH2:13][N:14]2[C:22](=[O:23])C3C(=CC=CC=3)C2=O)[CH2:7][CH2:6]1.[CH2:25]([OH:27])[CH3:26]. (7) Given the product [C:34]([NH:4][C@H:3]([C@@H:5]([OH:6])[C@H:7]([OH:8])[CH2:9][CH2:10][CH2:11][CH2:12][CH2:13][CH2:14][CH2:15][CH2:16][CH2:17][CH2:18][CH2:19][CH2:20][CH2:21][CH3:22])[CH2:2][OH:1])(=[O:52])[CH2:35][CH2:36][CH2:37][CH2:38][CH2:39][CH2:40][CH2:41][CH2:42][CH2:43][CH2:44][CH2:45][CH2:46][CH2:47][CH2:48][CH2:49][CH2:50][CH3:51], predict the reactants needed to synthesize it. The reactants are: [OH:1][CH2:2][C@@H:3]([C@@H:5]([C@@H:7]([CH2:9][CH2:10][CH2:11][CH2:12][CH2:13][CH2:14][CH2:15][CH2:16][CH2:17][CH2:18][CH2:19][CH2:20][CH2:21][CH3:22])[OH:8])[OH:6])[NH2:4].CCN=C=NCCCN(C)C.[C:34](O)(=[O:52])[CH2:35][CH2:36][CH2:37][CH2:38][CH2:39][CH2:40][CH2:41][CH2:42][CH2:43][CH2:44][CH2:45][CH2:46][CH2:47][CH2:48][CH2:49][CH2:50][CH3:51]. (8) The reactants are: [N+:1]([C:4]1[CH:9]=[CH:8][C:7]([CH2:10][CH2:11][CH2:12][C:13](OC)=[O:14])=[CH:6][CH:5]=1)([O-:3])=[O:2].CCCCCC. Given the product [N+:1]([C:4]1[CH:5]=[CH:6][C:7]([CH2:10][CH2:11][CH2:12][CH:13]=[O:14])=[CH:8][CH:9]=1)([O-:3])=[O:2], predict the reactants needed to synthesize it. (9) Given the product [Cl:24][C:14]1[CH:13]=[C:12]([CH:4]([CH2:5][CH:6]2[CH2:11][CH2:10][CH2:9][CH2:8][CH2:7]2)[C:3]([OH:25])=[O:2])[CH:17]=[CH:16][C:15]=1[N:18]1[C:22]([CH3:23])=[N:21][N:20]=[N:19]1, predict the reactants needed to synthesize it. The reactants are: C[O:2][C:3](=[O:25])[CH:4]([C:12]1[CH:17]=[CH:16][C:15]([N:18]2[C:22]([CH3:23])=[N:21][N:20]=[N:19]2)=[C:14]([Cl:24])[CH:13]=1)[CH2:5][CH:6]1[CH2:11][CH2:10][CH2:9][CH2:8][CH2:7]1.[OH-].[Na+].